From a dataset of Forward reaction prediction with 1.9M reactions from USPTO patents (1976-2016). Predict the product of the given reaction. (1) Given the reactants Br[C:2]1[CH:3]=[C:4]2[C:8](=[C:9]([C:11]([NH2:13])=[O:12])[CH:10]=1)[NH:7][CH:6]=[C:5]2[CH:14]1[CH2:19][CH2:18][CH2:17][S:16](=[O:21])(=[O:20])[CH2:15]1.[S:22]1[CH:26]=[CH:25][C:24](B(O)O)=[CH:23]1.C(=O)([O-])[O-].[K+].[K+], predict the reaction product. The product is: [O:20]=[S:16]1(=[O:21])[CH2:17][CH2:18][CH2:19][CH:14]([C:5]2[C:4]3[C:8](=[C:9]([C:11]([NH2:13])=[O:12])[CH:10]=[C:2]([C:24]4[CH:25]=[CH:26][S:22][CH:23]=4)[CH:3]=3)[NH:7][CH:6]=2)[CH2:15]1. (2) Given the reactants [CH:1]1([N:5]2[CH2:11][CH2:10][C:9]3[CH:12]=[C:13]([OH:16])[CH:14]=[CH:15][C:8]=3[CH2:7][CH2:6]2)[CH2:4][CH2:3][CH2:2]1.[H-].[Na+].Br[C:20]1[CH:21]=[N:22][C:23]([C:26]#[N:27])=[N:24][CH:25]=1, predict the reaction product. The product is: [CH:1]1([N:5]2[CH2:6][CH2:7][C:8]3[CH:15]=[CH:14][C:13]([O:16][C:20]4[CH:21]=[N:22][C:23]([C:26]#[N:27])=[N:24][CH:25]=4)=[CH:12][C:9]=3[CH2:10][CH2:11]2)[CH2:4][CH2:3][CH2:2]1. (3) Given the reactants [C:1]1([N:7]2[C:12](=[O:13])[C:11]3[S:14][CH:15]=[C:16]([C:17]4[CH:22]=[CH:21][CH:20]=[CH:19][CH:18]=4)[C:10]=3[N:9]=[CH:8]2)[CH:6]=[CH:5][CH:4]=[CH:3][CH:2]=1.NC1C(C2C=CC=CC=2)=CSC=1C(OC)=O.C(OCC)(OCC)OCC.[F:49]C1C=C(C=CC=1)N, predict the reaction product. The product is: [F:49][C:3]1[CH:2]=[C:1]([N:7]2[C:12](=[O:13])[C:11]3[S:14][CH:15]=[C:16]([C:17]4[CH:18]=[CH:19][CH:20]=[CH:21][CH:22]=4)[C:10]=3[N:9]=[CH:8]2)[CH:6]=[CH:5][CH:4]=1. (4) The product is: [F:34][C:29]1[CH:30]=[CH:31][CH:32]=[CH:33][C:28]=1[CH2:27][C:26]([CH:23]1[CH2:22][CH2:21][N:20]([CH2:19][C:14]2[C:13](=[O:12])[NH:18][CH:17]=[CH:16][N:15]=2)[CH2:25][CH2:24]1)=[O:35]. Given the reactants Cl.C(OCC)(=O)C.C([O:12][C:13]1[C:14]([CH2:19][N:20]2[CH2:25][CH2:24][CH:23]([C:26](=[O:35])[CH2:27][C:28]3[CH:33]=[CH:32][CH:31]=[CH:30][C:29]=3[F:34])[CH2:22][CH2:21]2)=[N:15][CH:16]=[CH:17][N:18]=1)(C)(C)C.[OH-].[Na+].C(=O)(O)[O-].[Na+], predict the reaction product. (5) Given the reactants C(OC([N:8]1[CH2:13][CH2:12][N:11]([C:14]([C:16]2[C:20]3[CH:21]=[N:22][CH:23]=[CH:24][C:19]=3[N:18]([C:25]3[CH:30]=[CH:29][CH:28]=[CH:27][CH:26]=3)[C:17]=2[O:31][C:32]2[CH:37]=[C:36]([F:38])[CH:35]=[CH:34][C:33]=2[CH3:39])=[O:15])[CH2:10][CH2:9]1)=O)(C)(C)C.Cl.Cl.Cl.FC1C=CC(C)=C(C=1)OC1N(C2C=CC=CC=2)C2C=CN=CC=2C=1C(N1CCNCC1)=O, predict the reaction product. The product is: [F:38][C:36]1[CH:35]=[CH:34][C:33]([CH3:39])=[C:32]([CH:37]=1)[O:31][C:17]1[N:18]([C:25]2[CH:26]=[CH:27][CH:28]=[CH:29][CH:30]=2)[C:19]2[CH:24]=[CH:23][N:22]=[CH:21][C:20]=2[C:16]=1[C:14]([N:11]1[CH2:10][CH2:9][NH:8][CH2:13][CH2:12]1)=[O:15]. (6) The product is: [Cl:1][C:2]1[CH:7]=[CH:6][C:5]([P:8]([C:13]2([C:16]#[N:17])[CH2:14][CH2:15]2)(=[O:9])[OH:12])=[CH:4][CH:3]=1. Given the reactants [Cl:1][C:2]1[CH:7]=[CH:6][C:5]([P:8]([C:13]2([C:16]#[N:17])[CH2:15][CH2:14]2)(=[O:12])[O:9]CC)=[CH:4][CH:3]=1.Br[Si](C)(C)C, predict the reaction product. (7) Given the reactants [C:1]([O:16][CH2:17][C@@H:18]([O:48][C:49](=[O:63])[CH2:50][CH2:51][CH2:52][CH2:53][CH2:54][CH2:55][CH2:56][CH2:57][CH2:58][CH2:59][CH2:60][CH2:61][CH3:62])[CH2:19][S:20][CH2:21][C@H:22]([NH:30][C:31]([O:33][CH2:34][CH:35]1[C:47]2[CH:46]=[CH:45][CH:44]=[CH:43][C:42]=2[C:41]2[C:36]1=[CH:37][CH:38]=[CH:39][CH:40]=2)=[O:32])[C:23]([O:25]C(C)(C)C)=[O:24])(=[O:15])[CH2:2][CH2:3][CH2:4][CH2:5][CH2:6][CH2:7][CH2:8][CH2:9][CH2:10][CH2:11][CH2:12][CH2:13][CH3:14].C(O[C@H](COC(=O)CCCCCCCCCCC)CSC[C@@H](C(O)=O)NC(=O)OCC1C2C=CC=CC=2C2C1=CC=CC=2)(=O)CCCCCCCCCCC, predict the reaction product. The product is: [CH:37]1[C:36]2[CH:35]([CH2:34][O:33][C:31](=[O:32])[NH:30][C@H:22]([C:23]([OH:25])=[O:24])[CH2:21][S:20][CH2:19][C@H:18]([O:48][C:49](=[O:63])[CH2:50][CH2:51][CH2:52][CH2:53][CH2:54][CH2:55][CH2:56][CH2:57][CH2:58][CH2:59][CH2:60][CH2:61][CH3:62])[CH2:17][O:16][C:1](=[O:15])[CH2:2][CH2:3][CH2:4][CH2:5][CH2:6][CH2:7][CH2:8][CH2:9][CH2:10][CH2:11][CH2:12][CH2:13][CH3:14])[C:47]3[C:42](=[CH:43][CH:44]=[CH:45][CH:46]=3)[C:41]=2[CH:40]=[CH:39][CH:38]=1.